Dataset: Peptide-MHC class II binding affinity with 134,281 pairs from IEDB. Task: Regression. Given a peptide amino acid sequence and an MHC pseudo amino acid sequence, predict their binding affinity value. This is MHC class II binding data. (1) The peptide sequence is KIIGGIGGFVKVRQYDQIPI. The MHC is DRB1_1501 with pseudo-sequence DRB1_1501. The binding affinity (normalized) is 0.837. (2) The peptide sequence is ESYKFIPALEAAVKQ. The MHC is HLA-DQA10101-DQB10501 with pseudo-sequence HLA-DQA10101-DQB10501. The binding affinity (normalized) is 0.291. (3) The peptide sequence is SVGLGKVLIDILAGYGAGVA. The MHC is DRB5_0101 with pseudo-sequence DRB5_0101. The binding affinity (normalized) is 0.195. (4) The peptide sequence is SGLFQLIFFLTLAGR. The MHC is H-2-IAb with pseudo-sequence H-2-IAb. The binding affinity (normalized) is 0. (5) The peptide sequence is TLGSTSADEVQRMMA. The MHC is HLA-DQA10102-DQB10502 with pseudo-sequence HLA-DQA10102-DQB10502. The binding affinity (normalized) is 0.0563. (6) The peptide sequence is GGACGYKDVDKPPFS. The MHC is DRB1_0405 with pseudo-sequence DRB1_0405. The binding affinity (normalized) is 0.193. (7) The peptide sequence is YNYMEPYVSKNPRQA. The MHC is DRB5_0101 with pseudo-sequence DRB5_0101. The binding affinity (normalized) is 0.601. (8) The peptide sequence is EVVKANGGYLAAGKL. The MHC is DRB1_0401 with pseudo-sequence DRB1_0401. The binding affinity (normalized) is 0.454. (9) The binding affinity (normalized) is 0.324. The peptide sequence is EPFPKRVWEQIFSTW. The MHC is DRB1_0802 with pseudo-sequence DRB1_0802. (10) The peptide sequence is LRHFQKDAKVLFQNW. The MHC is DRB1_0401 with pseudo-sequence DRB1_0401. The binding affinity (normalized) is 0.328.